From a dataset of Catalyst prediction with 721,799 reactions and 888 catalyst types from USPTO. Predict which catalyst facilitates the given reaction. (1) Reactant: [O:1]1[CH2:5][CH2:4][O:3][C:2]1=O.[Br:7][C:8]1[CH:9]=C(O)[CH:11]=[N:12][CH:13]=1.C(=O)([O-])[O-].[K+].[K+]. Product: [Br:7][C:8]1[CH:9]=[C:2]([O:1][CH2:5][CH2:4][OH:3])[CH:11]=[N:12][CH:13]=1. The catalyst class is: 9. (2) Reactant: Br[C:2]1[N:6]([CH:7]([CH3:9])[CH3:8])[C:5]2[CH:10]([C:26]3[CH:31]=[CH:30][C:29]([Cl:32])=[CH:28][CH:27]=3)[N:11]([C:14]3[CH:15]=[C:16]([CH3:25])[C:17]4[N:18]([C:20]([CH2:23][F:24])=[N:21][N:22]=4)[CH:19]=3)[C:12](=[O:13])[C:4]=2[N:3]=1.[CH3:33][O:34][C:35]1[C:40](B(O)O)=[CH:39][CH:38]=[CH:37][N:36]=1.C([O-])(O)=O.[Na+]. Product: [Cl:32][C:29]1[CH:30]=[CH:31][C:26]([CH:10]2[C:5]3[N:6]([CH:7]([CH3:9])[CH3:8])[C:2]([C:40]4[C:35]([O:34][CH3:33])=[N:36][CH:37]=[CH:38][CH:39]=4)=[N:3][C:4]=3[C:12](=[O:13])[N:11]2[C:14]2[CH:15]=[C:16]([CH3:25])[C:17]3[N:18]([C:20]([CH2:23][F:24])=[N:21][N:22]=3)[CH:19]=2)=[CH:27][CH:28]=1. The catalyst class is: 25. (3) Reactant: [N:1]1[N:5]2[CH2:6][CH2:7][CH2:8][NH:9][C:4]2=[C:3]([CH:10]([CH2:20][NH:21]C(=O)OC(C)(C)C)[CH2:11][NH:12]C(=O)OC(C)(C)C)[CH:2]=1.[ClH:29].C(OC(C)C)(C)C. Product: [ClH:29].[ClH:29].[NH2:12][CH2:11][CH:10]([C:3]1[CH:2]=[N:1][N:5]2[CH2:6][CH2:7][CH2:8][NH:9][C:4]=12)[CH2:20][NH2:21]. The catalyst class is: 5. (4) Reactant: [CH2:1]([C:5]1[C:13]2[C:8](=[CH:9][CH:10]=[C:11]([C:14]([O:16][CH2:17][CH3:18])=[O:15])[CH:12]=2)[NH:7][CH:6]=1)[CH2:2][CH2:3][CH3:4].[CH3:19]C(C)([O-])C.[K+].IC.O. Product: [CH2:1]([C:5]1[C:13]2[C:8](=[CH:9][CH:10]=[C:11]([C:14]([O:16][CH2:17][CH3:18])=[O:15])[CH:12]=2)[N:7]([CH3:19])[CH:6]=1)[CH2:2][CH2:3][CH3:4]. The catalyst class is: 16. (5) Product: [C:1]([O:5][C:6]([N:8]1[CH2:11][CH:10]([O:12][CH3:17])[CH2:9]1)=[O:7])([CH3:4])([CH3:2])[CH3:3]. Reactant: [C:1]([O:5][C:6]([N:8]1[CH2:11][CH:10]([OH:12])[CH2:9]1)=[O:7])([CH3:4])([CH3:3])[CH3:2].[H-].[Na+].CI.[C:17](O)(=O)C. The catalyst class is: 9. (6) Reactant: [CH:1]([O:14][C:15]1[C:24]2[N:23]=[CH:22][CH:21]=[N:20][C:19]=2[C:18]([O:25]C)=[C:17]2[C:27](=[O:39])[N:28]([CH2:31][C:32]3[CH:37]=[CH:36][C:35]([F:38])=[CH:34][CH:33]=3)[C:29](=[O:30])[C:16]=12)(C1C=CC=CC=1)C1C=CC=CC=1.C([SiH](CC)CC)C.FC(F)(F)C(O)=O. Product: [F:38][C:35]1[CH:34]=[CH:33][C:32]([CH2:31][N:28]2[C:27](=[O:39])[C:17]3[C:16](=[C:15]([O:14][CH3:1])[C:24]4[N:23]=[CH:22][CH:21]=[N:20][C:19]=4[C:18]=3[OH:25])[C:29]2=[O:30])=[CH:37][CH:36]=1. The catalyst class is: 2.